From a dataset of Reaction yield outcomes from USPTO patents with 853,638 reactions. Predict the reaction yield, written as a fraction of the theoretical maximum amount of product (1.0 means a 100% yield; for example, 0.34 means a 34% yield). The reactants are Cl[C:2]1[C:3](=[O:15])[N:4](C2CCCCO2)[N:5]=[CH:6][C:7]=1Cl.[C:16]1([OH:26])[C:25]2[CH2:24][CH2:23][CH2:22][CH2:21][C:20]=2[CH:19]=[CH:18][CH:17]=1.C[O:28][C:29](=[O:38])[CH:30](Br)[CH2:31][CH:32]1[CH2:36][CH2:35][CH2:34][CH2:33]1. No catalyst specified. The product is [CH:32]1([CH2:31][CH:30]([N:4]2[C:3](=[O:15])[CH:2]=[C:7]([O:26][C:16]3[C:25]4[CH2:24][CH2:23][CH2:22][CH2:21][C:20]=4[CH:19]=[CH:18][CH:17]=3)[CH:6]=[N:5]2)[C:29]([OH:28])=[O:38])[CH2:36][CH2:35][CH2:34][CH2:33]1. The yield is 0.900.